Predict the reactants needed to synthesize the given product. From a dataset of Full USPTO retrosynthesis dataset with 1.9M reactions from patents (1976-2016). Given the product [CH3:31][O:32][C:2]1[C:27]([N+:28]([O-:30])=[O:29])=[CH:26][CH:25]=[CH:24][C:3]=1[C:4]([NH:6][C:7]1[N:8]([CH3:23])[N:9]=[C:10]([C:16]([F:22])([F:21])[C:17]([F:19])([F:20])[F:18])[C:11]=1[C:12]([F:13])([F:15])[F:14])=[O:5], predict the reactants needed to synthesize it. The reactants are: F[C:2]1[C:27]([N+:28]([O-:30])=[O:29])=[CH:26][CH:25]=[CH:24][C:3]=1[C:4]([NH:6][C:7]1[N:8]([CH3:23])[N:9]=[C:10]([C:16]([F:22])([F:21])[C:17]([F:20])([F:19])[F:18])[C:11]=1[C:12]([F:15])([F:14])[F:13])=[O:5].[C:31](=O)([O-])[O-:32].[K+].[K+].